Dataset: Peptide-MHC class I binding affinity with 185,985 pairs from IEDB/IMGT. Task: Regression. Given a peptide amino acid sequence and an MHC pseudo amino acid sequence, predict their binding affinity value. This is MHC class I binding data. (1) The peptide sequence is DIEPDLENNL. The MHC is HLA-A02:01 with pseudo-sequence HLA-A02:01. The binding affinity (normalized) is 0. (2) The peptide sequence is WAKNIQTAI. The MHC is H-2-Kb with pseudo-sequence H-2-Kb. The binding affinity (normalized) is 0.0367. (3) The peptide sequence is FPIVFAYHL. The MHC is H-2-Db with pseudo-sequence H-2-Db. The binding affinity (normalized) is 0.108. (4) The peptide sequence is MLFTSTNDK. The MHC is HLA-A31:01 with pseudo-sequence HLA-A31:01. The binding affinity (normalized) is 0.0924. (5) The peptide sequence is INNYYMQQY. The MHC is SLA-10401 with pseudo-sequence SLA-10401. The binding affinity (normalized) is 0.0847.